Dataset: Experimentally validated miRNA-target interactions with 360,000+ pairs, plus equal number of negative samples. Task: Binary Classification. Given a miRNA mature sequence and a target amino acid sequence, predict their likelihood of interaction. (1) The miRNA is hsa-miR-7157-5p with sequence UCAGCAUUCAUUGGCACCAGAGA. The protein sequence of the target gene is MESSPIPQSSGNSSTLGRVPQTPGPSTASGVPEVGLRDVASESVALFFMLLLDLTAVAGNAAVMAVIAKTPALRKFVFVFHLCLVDLLAALTLMPLAMLSSSALFDHALFGEVACRLYLFLSVCFVSLAILSVSAINVERYYYVVHPMRYEVRMTLGLVASVLVGVWVKALAMASVPVLGRVSWEEGAPSVPPGCSLQWSHSAYCQLFVVVFAVLYFLLPLLLILVVYCSMFRVARVAAMQHGPLPTWMETPRQRSESLSSRSTMVTSSGAPQTTPHRTFGGGKAAVVLLAVGGQFLLCW.... Result: 1 (interaction). (2) The miRNA is mmu-miR-196a-5p with sequence UAGGUAGUUUCAUGUUGUUGGG. The protein sequence of the target gene is MVQWLAMLQLLWLQQLLLLGIHQGIAQDLTHIQEPSLEWRDKGIFIIQSESLKTCIQAGKSVLTLENCKQPNEHMLWKWVSDDHLFNVGGSGCLGLNISALEQPLKLYECDSTLISLRWHCDRKMIEGPLQYKVQVKSDNTVVARKQIHRWIAYTSSGGDICEHPSRDLYTLKGNAHGMPCVFPFQFKGHWHHDCIREGQKEHLLWCATTSRYEEDEKWGFCPDPTSMKVFCDATWQRNGSSRICYQFNLLSSLSWNQAHSSCLMQGGALLSIADEDEEDFIRKHLSKVVKEVWIGLNQL.... Result: 1 (interaction).